Dataset: Forward reaction prediction with 1.9M reactions from USPTO patents (1976-2016). Task: Predict the product of the given reaction. (1) Given the reactants [Cl:1][C:2]1[CH:11]=[C:10]2[C:5]([C:6]([N:12]3[CH2:17][CH2:16][N:15]([C:18]([NH:20][CH:21]4[CH2:27][CH2:26][CH2:25][CH2:24][CH:23]([OH:28])[CH2:22]4)=[O:19])[CH2:14][CH2:13]3)=[CH:7][CH:8]=[N:9]2)=[CH:4][CH:3]=1.[H-].[Na+].[CH3:31]I, predict the reaction product. The product is: [Cl:1][C:2]1[CH:11]=[C:10]2[C:5]([C:6]([N:12]3[CH2:17][CH2:16][N:15]([C:18]([NH:20][CH:21]4[CH2:27][CH2:26][CH2:25][CH2:24][CH:23]([O:28][CH3:31])[CH2:22]4)=[O:19])[CH2:14][CH2:13]3)=[CH:7][CH:8]=[N:9]2)=[CH:4][CH:3]=1. (2) Given the reactants [ClH:1].Cl.[CH:3]12[CH2:9][CH:6]([CH2:7][CH2:8]1)[NH:5][NH:4]2, predict the reaction product. The product is: [ClH:1].[ClH:1].[C@H:6]1([NH2:5])[CH2:7][CH2:8][C@@H:3]([NH2:4])[CH2:9]1.